From a dataset of Forward reaction prediction with 1.9M reactions from USPTO patents (1976-2016). Predict the product of the given reaction. (1) Given the reactants [OH:1][C@@H:2]([C@H:4]1[C:34](=[O:35])[N:6]2[C:7]([C:21]([O:23][CH2:24][C:25]3[CH:30]=[CH:29][C:28]([N+:31]([O-:33])=[O:32])=[CH:27][CH:26]=3)=[O:22])=[C:8]([C:11]3[S:15][C:14]4=[C:16]([S:19][CH3:20])[N:17]=[CH:18][N:13]4[CH:12]=3)[C@H:9]([CH3:10])[C@H:5]12)[CH3:3].[N+:36]([C:39]1[CH:54]=[CH:53][C:42]([CH2:43][O:44][C:45]([O:47][NH:48][C:49](=[O:52])[CH2:50][I:51])=[O:46])=[CH:41][CH:40]=1)([O-:38])=[O:37], predict the reaction product. The product is: [I-:51].[OH:1][C@@H:2]([C@H:4]1[C:34](=[O:35])[N:6]2[C:7]([C:21]([O:23][CH2:24][C:25]3[CH:26]=[CH:27][C:28]([N+:31]([O-:33])=[O:32])=[CH:29][CH:30]=3)=[O:22])=[C:8]([C:11]3[S:15][C:14]4=[C:16]([S:19][CH3:20])[N:17]([CH2:50][C:49]([NH:48][O:47][C:45]([O:44][CH2:43][C:42]5[CH:53]=[CH:54][C:39]([N+:36]([O-:38])=[O:37])=[CH:40][CH:41]=5)=[O:46])=[O:52])[CH:18]=[N+:13]4[CH:12]=3)[C@H:9]([CH3:10])[C@H:5]12)[CH3:3]. (2) Given the reactants [Cl:1][C:2]1[CH:7]=[CH:6][CH:5]=[CH:4][C:3]=1[C:8]1[N:17]=[C:16]([CH:18]2[CH2:23][CH2:22][N:21](C(OC(C)(C)C)=O)[CH2:20][CH2:19]2)[CH:15]=[C:14]2[C:9]=1[CH:10]=[CH:11][C:12](=[O:39])[N:13]2[C:31]1[C:36]([Cl:37])=[CH:35][CH:34]=[CH:33][C:32]=1[Cl:38].FC(F)(F)C(O)=O, predict the reaction product. The product is: [Cl:1][C:2]1[CH:7]=[CH:6][CH:5]=[CH:4][C:3]=1[C:8]1[N:17]=[C:16]([CH:18]2[CH2:19][CH2:20][NH:21][CH2:22][CH2:23]2)[CH:15]=[C:14]2[C:9]=1[CH:10]=[CH:11][C:12](=[O:39])[N:13]2[C:31]1[C:32]([Cl:38])=[CH:33][CH:34]=[CH:35][C:36]=1[Cl:37]. (3) Given the reactants Br[C:2]1[CH:3]=[C:4]2[C:9](=[CH:10][C:11]=1[O:12][CH3:13])[NH:8][C:7]([C:14]1[CH:19]=[CH:18][CH:17]=[CH:16][CH:15]=1)=[CH:6][C:5]2=[O:20].[CH2:21](C([Sn])=C(CCCC)CCCC)[CH2:22]CC, predict the reaction product. The product is: [CH3:13][O:12][C:11]1[CH:10]=[C:9]2[C:4]([C:5](=[O:20])[CH:6]=[C:7]([C:14]3[CH:19]=[CH:18][CH:17]=[CH:16][CH:15]=3)[NH:8]2)=[CH:3][C:2]=1[CH:21]=[CH2:22]. (4) Given the reactants [OH:1][C:2]1[C:7]([C:8]([OH:10])=O)=[CH:6][N:5]=[C:4]([N:11]2[CH:15]=[CH:14][CH:13]=[N:12]2)[N:3]=1.CCN(CC)CC.CN(C(ON1N=NC2C=CC=NC1=2)=[N+](C)C)C.F[P-](F)(F)(F)(F)F.[NH2:47][C@@H:48]([C:61]1[CH:66]=[CH:65][CH:64]=[CH:63][CH:62]=1)[C:49]1[CH:50]=[C:51]([P:55]([CH3:60])(=[O:59])[O:56][CH2:57][CH3:58])[CH:52]=[CH:53][CH:54]=1, predict the reaction product. The product is: [OH:1][C:2]1[C:7]([C:8]([NH:47][C@@H:48]([C:61]2[CH:62]=[CH:63][CH:64]=[CH:65][CH:66]=2)[C:49]2[CH:50]=[C:51]([P:55]([CH3:60])(=[O:59])[O:56][CH2:57][CH3:58])[CH:52]=[CH:53][CH:54]=2)=[O:10])=[CH:6][N:5]=[C:4]([N:11]2[CH:15]=[CH:14][CH:13]=[N:12]2)[N:3]=1.